This data is from Forward reaction prediction with 1.9M reactions from USPTO patents (1976-2016). The task is: Predict the product of the given reaction. Given the reactants [NH2:1][C:2]1[CH:3]=[N:4][N:5]([CH3:22])[C:6]=1[N:7]1[CH2:13][CH2:12][CH:11]([F:14])[CH:10]([NH:15]C(=O)C(F)(F)F)[CH2:9][CH2:8]1.C(OC([NH:30][C:31]1[S:35][C:34]([C:36]2[CH:41]=[CH:40][CH:39]=[CH:38][N:37]=2)=[N:33][C:32]=1[C:42](O)=[O:43])=O)(C)(C)C, predict the reaction product. The product is: [NH2:30][C:31]1[S:35][C:34]([C:36]2[CH:41]=[CH:40][CH:39]=[CH:38][N:37]=2)=[N:33][C:32]=1[C:42]([NH:1][C:2]1[CH:3]=[N:4][N:5]([CH3:22])[C:6]=1[N:7]1[CH2:13][CH2:12][C@@H:11]([F:14])[C@@H:10]([NH2:15])[CH2:9][CH2:8]1)=[O:43].